From a dataset of Full USPTO retrosynthesis dataset with 1.9M reactions from patents (1976-2016). Predict the reactants needed to synthesize the given product. Given the product [O:13]([CH2:12][CH:10]1[CH2:9][NH:8][CH2:11]1)[C:14]1[CH:19]=[CH:18][CH:17]=[CH:16][CH:15]=1, predict the reactants needed to synthesize it. The reactants are: C(OC([N:8]1[CH2:11][CH:10]([CH2:12][O:13][C:14]2[CH:19]=[CH:18][CH:17]=[CH:16][CH:15]=2)[CH2:9]1)=O)(C)(C)C.